From a dataset of Catalyst prediction with 721,799 reactions and 888 catalyst types from USPTO. Predict which catalyst facilitates the given reaction. (1) Reactant: [C:1]([O:4][CH2:5][C:6]1[C:11](B2OC(C)(C)C(C)(C)O2)=[CH:10][CH:9]=[CH:8][C:7]=1[N:21]1[N:30]=[CH:29][C:28]2[C:23](=[C:24]([F:35])[CH:25]=[C:26]([C:31]([CH3:34])([CH3:33])[CH3:32])[CH:27]=2)[C:22]1=[O:36])(=[O:3])[CH3:2].Br[C:38]1[N:39]=[C:40]([NH:47][C:48]2[CH:53]=[CH:52][C:51]([CH:54]3[CH2:59][CH2:58][N:57]([CH3:60])[CH2:56][CH2:55]3)=[CH:50][CH:49]=2)[C:41]2[N:42]([CH:44]=[CH:45][N:46]=2)[CH:43]=1.C([O-])([O-])=O.[K+].[K+].CC(C1C=C(C(C)C)C(C2C=CC=CC=2P(C2CCCCC2)C2CCCCC2)=C(C(C)C)C=1)C. Product: [C:31]([C:26]1[CH:27]=[C:28]2[C:23](=[C:24]([F:35])[CH:25]=1)[C:22](=[O:36])[N:21]([C:7]1[CH:8]=[CH:9][CH:10]=[C:11]([C:38]3[N:39]=[C:40]([NH:47][C:48]4[CH:49]=[CH:50][C:51]([CH:54]5[CH2:59][CH2:58][N:57]([CH3:60])[CH2:56][CH2:55]5)=[CH:52][CH:53]=4)[C:41]4[N:42]([CH:44]=[CH:45][N:46]=4)[CH:43]=3)[C:6]=1[CH2:5][O:4][C:1](=[O:3])[CH3:2])[N:30]=[CH:29]2)([CH3:33])([CH3:32])[CH3:34]. The catalyst class is: 333. (2) The catalyst class is: 632. Product: [NH2:22][C:18]1[CH:17]=[C:16]([S:13]([NH:12][CH2:11][CH2:10][CH2:9][NH:8][C:6]2[C:5]([I:25])=[CH:4][N:3]=[C:2]([Cl:1])[N:7]=2)(=[O:14])=[O:15])[CH:21]=[CH:20][CH:19]=1. Reactant: [Cl:1][C:2]1[N:7]=[C:6]([NH:8][CH2:9][CH2:10][CH2:11][NH:12][S:13]([C:16]2[CH:21]=[CH:20][CH:19]=[C:18]([N+:22]([O-])=O)[CH:17]=2)(=[O:15])=[O:14])[C:5]([I:25])=[CH:4][N:3]=1.[OH-].[Na+]. (3) Reactant: [Cl:1][C:2]1[N:7]=[C:6]([NH:8][C:9](=[O:11])[CH3:10])[CH:5]=[C:4](Cl)[N:3]=1.[NH:13]1[CH:17]=[CH:16][CH:15]=[N:14]1.C(=O)([O-])[O-].[Cs+].[Cs+].O. Product: [Cl:1][C:2]1[N:7]=[C:6]([NH:8][C:9](=[O:11])[CH3:10])[CH:5]=[C:4]([N:13]2[CH:17]=[CH:16][CH:15]=[N:14]2)[N:3]=1. The catalyst class is: 3. (4) Product: [Cl:28][C:25]1[CH:26]=[CH:27][C:22]([N:11]2[CH:12]=[CH:13][C:14]([CH2:35][OH:36])=[C:10]2[C:7]2[CH:8]=[CH:9][C:4]([C:1]([NH2:2])=[O:3])=[CH:5][C:6]=2[CH3:31])=[C:23]([O:29][CH3:30])[CH:24]=1. The catalyst class is: 5. Reactant: [C:1]([C:4]1[CH:9]=[CH:8][C:7]([C:10]2[N:11]([C:22]3[CH:27]=[CH:26][C:25]([Cl:28])=[CH:24][C:23]=3[O:29][CH3:30])[CH:12]=[CH:13][C:14]=2CCC(OCC)=O)=[C:6]([CH3:31])[CH:5]=1)(=[O:3])[NH2:2].[Li+].[OH-].C[CH2:35][O:36]C(C)=O. (5) Product: [CH2:1]([N:3]1[C:8](=[O:9])[CH:7]=[CH:6][N:5]([C:10]2[CH:15]=[C:14]([S:16]([CH2:17][C:18]([F:21])([F:19])[F:20])=[O:33])[C:13]([CH3:22])=[CH:12][C:11]=2[F:23])[C:4]1=[O:24])[CH3:2]. The catalyst class is: 4. Reactant: [CH2:1]([N:3]1[C:8](=[O:9])[CH:7]=[CH:6][N:5]([C:10]2[CH:15]=[C:14]([S:16][CH2:17][C:18]([F:21])([F:20])[F:19])[C:13]([CH3:22])=[CH:12][C:11]=2[F:23])[C:4]1=[O:24])[CH3:2].ClC1C=CC=C(C(OO)=[O:33])C=1. (6) Reactant: [N+:1]([C:4]1[CH:9]=[CH:8][C:7]([O:10][CH2:11][C:12]#[CH:13])=[CH:6][C:5]=1[CH:14]([C:16]1[CH:21]=[CH:20][C:19]([CH:22]2[CH2:24][CH2:23]2)=[CH:18][CH:17]=1)[OH:15])([O-])=O.O.C(OCC)(=O)C. Product: [NH2:1][C:4]1[CH:9]=[CH:8][C:7]([O:10][CH2:11][C:12]#[CH:13])=[CH:6][C:5]=1[C:14]([C:16]1[CH:17]=[CH:18][C:19]([CH:22]2[CH2:23][CH2:24]2)=[CH:20][CH:21]=1)=[O:15]. The catalyst class is: 180.